Dataset: Peptide-MHC class I binding affinity with 185,985 pairs from IEDB/IMGT. Task: Regression. Given a peptide amino acid sequence and an MHC pseudo amino acid sequence, predict their binding affinity value. This is MHC class I binding data. (1) The peptide sequence is HDLQGSNAPP. The MHC is H-2-Kd with pseudo-sequence H-2-Kd. The binding affinity (normalized) is 0.279. (2) The peptide sequence is YQVLVMVPK. The MHC is HLA-B15:17 with pseudo-sequence HLA-B15:17. The binding affinity (normalized) is 0.0847. (3) The peptide sequence is FIHMVRCCK. The MHC is HLA-A03:01 with pseudo-sequence HLA-A03:01. The binding affinity (normalized) is 0.484. (4) The peptide sequence is VVYRGTTTY. The MHC is HLA-B27:05 with pseudo-sequence HLA-B27:05. The binding affinity (normalized) is 0.0847.